From a dataset of TCR-epitope binding with 47,182 pairs between 192 epitopes and 23,139 TCRs. Binary Classification. Given a T-cell receptor sequence (or CDR3 region) and an epitope sequence, predict whether binding occurs between them. (1) The epitope is KLGGALQAK. The TCR CDR3 sequence is CASSMSRAGNTIYF. Result: 1 (the TCR binds to the epitope). (2) The epitope is FLNGSCGSV. The TCR CDR3 sequence is CASSKGPGQTIYNEQFF. Result: 1 (the TCR binds to the epitope).